Predict the reaction yield, written as a fraction of the theoretical maximum amount of product (1.0 means a 100% yield; for example, 0.34 means a 34% yield). From a dataset of Reaction yield outcomes from USPTO patents with 853,638 reactions. (1) The reactants are [OH-].[Na+].[N+:3]([C:6]1[CH:17]=[CH:16][C:9]([CH2:10][C@@H:11]([C:13]([OH:15])=[O:14])[NH2:12])=[CH:8][CH:7]=1)([O-:5])=[O:4].C(=O)([O-])[O-].[Na+].[Na+].Cl[C:25]([O:27][CH2:28][C:29]1[CH:34]=[CH:33][CH:32]=[CH:31][CH:30]=1)=[O:26]. The catalyst is O. The product is [C:25]([NH:12][C@H:11]([C:13]([OH:15])=[O:14])[CH2:10][C:9]1[CH:8]=[CH:7][C:6]([N+:3]([O-:5])=[O:4])=[CH:17][CH:16]=1)([O:27][CH2:28][C:29]1[CH:34]=[CH:33][CH:32]=[CH:31][CH:30]=1)=[O:26]. The yield is 0.995. (2) The reactants are [CH2:1]([O:8][C:9]([NH:11][C@@H:12]([CH2:20][C:21]1[CH:26]=[CH:25][C:24]([C:27]2[N:32]=[CH:31][C:30](Br)=[CH:29][N:28]=2)=[CH:23][CH:22]=1)[C:13]([O:15][C:16]([CH3:19])([CH3:18])[CH3:17])=[O:14])=[O:10])[C:2]1[CH:7]=[CH:6][CH:5]=[CH:4][CH:3]=1.[CH2:34]([O:41][C:42]1[CH:47]=[CH:46][C:45](B(O)O)=[CH:44][CH:43]=1)[CH2:35][CH2:36][CH2:37][CH2:38][CH2:39][CH3:40].C(=O)(O)[O-].[Na+].N#N. The catalyst is C(#N)C.C1COCC1.CC(=O)OCC.O.C1C=CC(P(C2C=CC=CC=2)[C-]2C=CC=C2)=CC=1.C1C=CC(P(C2C=CC=CC=2)[C-]2C=CC=C2)=CC=1.Cl[Pd]Cl.[Fe+2]. The product is [CH2:1]([O:8][C:9]([NH:11][C@@H:12]([CH2:20][C:21]1[CH:26]=[CH:25][C:24]([C:27]2[N:32]=[CH:31][C:30]([C:45]3[CH:46]=[CH:47][C:42]([O:41][CH2:34][CH2:35][CH2:36][CH2:37][CH2:38][CH2:39][CH3:40])=[CH:43][CH:44]=3)=[CH:29][N:28]=2)=[CH:23][CH:22]=1)[C:13]([O:15][C:16]([CH3:19])([CH3:18])[CH3:17])=[O:14])=[O:10])[C:2]1[CH:7]=[CH:6][CH:5]=[CH:4][CH:3]=1. The yield is 0.620. (3) The reactants are [CH3:1][C:2]1[C:10]2[C:9]([CH2:11][N:12]3[C:16]4[CH:17]=[CH:18][CH:19]=[CH:20][C:15]=4[NH:14][C:13]3=[O:21])=[CH:8][S:7][C:6]=2[CH:5]=[CH:4][CH:3]=1.[C:22](#[N:25])[CH:23]=[CH2:24].[OH-].C([N+](C)(C)C)C1C=CC=CC=1.CO.[NH4+].[Cl-]. The catalyst is CN(C=O)C.O. The product is [CH3:1][C:2]1[C:10]2[C:9]([CH2:11][N:12]3[C:16]4[CH:17]=[CH:18][CH:19]=[CH:20][C:15]=4[N:14]([CH2:24][CH2:23][C:22]#[N:25])[C:13]3=[O:21])=[CH:8][S:7][C:6]=2[CH:5]=[CH:4][CH:3]=1. The yield is 0.980. (4) The reactants are [N:1]12[CH2:8][CH2:7][C:4]([C:9]([C:17]3[CH:22]=[CH:21][CH:20]=[CH:19][CH:18]=3)([C:11]3[CH:16]=[CH:15][CH:14]=[CH:13][CH:12]=3)[OH:10])([CH2:5][CH2:6]1)[CH2:3][CH2:2]2.[Br:23][CH2:24][CH:25]=[CH2:26]. The catalyst is CC#N. The product is [Br-:23].[OH:10][C:9]([C:17]1[CH:22]=[CH:21][CH:20]=[CH:19][CH:18]=1)([C:11]1[CH:12]=[CH:13][CH:14]=[CH:15][CH:16]=1)[C:4]12[CH2:5][CH2:6][N+:1]([CH2:26][CH:25]=[CH2:24])([CH2:2][CH2:3]1)[CH2:8][CH2:7]2. The yield is 0.798.